Dataset: M1 muscarinic receptor agonist screen with 61,833 compounds. Task: Binary Classification. Given a drug SMILES string, predict its activity (active/inactive) in a high-throughput screening assay against a specified biological target. (1) The molecule is S(=O)(=O)(N1CCc2c(C1)cccc2)c1ccc(cc1)C(=O)Nc1oc(nn1)c1ccc(OC)cc1. The result is 0 (inactive). (2) The result is 0 (inactive). The molecule is S(Cc1oc(nn1)c1ccc(F)cc1)c1oc(nn1)c1cc2OCOc2cc1.